This data is from Forward reaction prediction with 1.9M reactions from USPTO patents (1976-2016). The task is: Predict the product of the given reaction. (1) Given the reactants [Cl:1][C:2]1[C:3]([O:12][C:13]2[CH:18]=[C:17]([OH:19])[CH:16]=[CH:15][C:14]=2/[CH:20]=[C:21](\[CH3:27])/[C:22]([O:24][CH2:25][CH3:26])=[O:23])=[N:4][CH:5]=[C:6]([C:8]([F:11])([F:10])[F:9])[CH:7]=1.C(=O)([O-])[O-].[K+].[K+].[CH:34](I)([CH3:36])[CH3:35].O, predict the reaction product. The product is: [Cl:1][C:2]1[C:3]([O:12][C:13]2[CH:18]=[C:17]([O:19][CH:34]([CH3:36])[CH3:35])[CH:16]=[CH:15][C:14]=2/[CH:20]=[C:21](\[CH3:27])/[C:22]([O:24][CH2:25][CH3:26])=[O:23])=[N:4][CH:5]=[C:6]([C:8]([F:9])([F:11])[F:10])[CH:7]=1. (2) Given the reactants [NH2:1][C:2]1[CH:3]=[CH:4][C:5]([O:8][C:9]2[CH:10]=[C:11]([CH:16]=[CH:17][CH:18]=2)[C:12]([O:14][CH3:15])=[O:13])=[N:6][CH:7]=1.[S-:19][C:20]#[N:21].[K+].BrBr, predict the reaction product. The product is: [NH2:21][C:20]1[S:19][C:7]2[C:2]([N:1]=1)=[CH:3][CH:4]=[C:5]([O:8][C:9]1[CH:10]=[C:11]([CH:16]=[CH:17][CH:18]=1)[C:12]([O:14][CH3:15])=[O:13])[N:6]=2. (3) Given the reactants [C:1]([O:5][C:6](=[O:21])[NH:7][C:8]1[CH:13]=[C:12]([O:14][CH3:15])[C:11]([C:16]([F:19])([F:18])[F:17])=[CH:10][C:9]=1[NH2:20])([CH3:4])([CH3:3])[CH3:2].C([O:26][C:27](=O)[CH2:28][C:29](=[O:42])[C:30]1[CH:35]=[CH:34][CH:33]=[C:32]([C:36]2[CH:41]=[CH:40][N:39]=[CH:38][CH:37]=2)[CH:31]=1)(C)(C)C, predict the reaction product. The product is: [C:1]([O:5][C:6](=[O:21])[NH:7][C:8]1[CH:13]=[C:12]([O:14][CH3:15])[C:11]([C:16]([F:19])([F:18])[F:17])=[CH:10][C:9]=1[NH:20][C:27](=[O:26])[CH2:28][C:29](=[O:42])[C:30]1[CH:35]=[CH:34][CH:33]=[C:32]([C:36]2[CH:37]=[CH:38][N:39]=[CH:40][CH:41]=2)[CH:31]=1)([CH3:4])([CH3:2])[CH3:3]. (4) The product is: [CH2:18]([O:8][C:6]1[CH:5]=[CH:4][C:3]([C:9](=[O:11])[CH3:10])=[C:2]([OH:1])[CH:7]=1)[C:19]1[CH:24]=[CH:23][CH:22]=[CH:21][CH:20]=1. Given the reactants [OH:1][C:2]1[CH:7]=[C:6]([OH:8])[CH:5]=[CH:4][C:3]=1[C:9](=[O:11])[CH3:10].C(=O)([O-])[O-].[K+].[K+].[CH2:18](Br)[C:19]1[CH:24]=[CH:23][CH:22]=[CH:21][CH:20]=1, predict the reaction product. (5) Given the reactants [OH:1][N:2]=[C:3]([C:5]1[CH:13]=[CH:12][C:11]2[N:10]3[CH2:14][CH2:15][CH:16]([CH2:17][C:18]([O:20]C(C)(C)C)=[O:19])[C:9]3=[CH:8][C:7]=2[CH:6]=1)[NH2:4].[CH3:25][C:26]1[N:34]=[CH:33][CH:32]=[CH:31][C:27]=1[C:28](O)=O, predict the reaction product. The product is: [CH3:25][C:26]1[C:27]([C:28]2[O:1][N:2]=[C:3]([C:5]3[CH:13]=[CH:12][C:11]4[N:10]5[CH2:14][CH2:15][CH:16]([CH2:17][C:18]([OH:20])=[O:19])[C:9]5=[CH:8][C:7]=4[CH:6]=3)[N:4]=2)=[CH:31][CH:32]=[CH:33][N:34]=1. (6) Given the reactants [Br:1][C:2]1[CH:3]=[C:4]([N+:16]([O-])=O)[C:5]([C:8]2[CH:13]=[CH:12][CH:11]=[CH:10][C:9]=2[O:14][CH3:15])=[N:6][CH:7]=1.O.O.[Sn](Cl)Cl, predict the reaction product. The product is: [Br:1][C:2]1[CH:3]=[C:4]([NH2:16])[C:5]([C:8]2[CH:13]=[CH:12][CH:11]=[CH:10][C:9]=2[O:14][CH3:15])=[N:6][CH:7]=1. (7) Given the reactants Cl[C:2]1[N:9]=[C:8]([CH3:10])[CH:7]=[CH:6][C:3]=1[C:4]#[N:5].[CH3:11][N:12]([CH2:20][CH2:21][CH:22]([OH:27])[C:23]([F:26])([F:25])[F:24])[C:13](=[O:19])[O:14][C:15]([CH3:18])([CH3:17])[CH3:16].C(=O)([O-])[O-].[Cs+].[Cs+], predict the reaction product. The product is: [C:15]([O:14][C:13](=[O:19])[N:12]([CH2:20][CH2:21][CH:22]([O:27][C:2]1[C:3]([C:4]#[N:5])=[CH:6][CH:7]=[C:8]([CH3:10])[N:9]=1)[C:23]([F:26])([F:25])[F:24])[CH3:11])([CH3:18])([CH3:16])[CH3:17]. (8) Given the reactants [F:1][C:2]1[CH:29]=[CH:28][C:5]([CH2:6][N:7]2[C:11]3=[CH:12][N:13]=[C:14]([C:24]([O:26][CH3:27])=[O:25])[C:15](OS(C(F)(F)F)(=O)=O)=[C:10]3[CH:9]=[CH:8]2)=[CH:4][CH:3]=1.[CH2:30]([O:32]/[CH:33]=[CH:34]/[Sn](CCCC)(CCCC)CCCC)[CH3:31].C(N(CC)CC)C, predict the reaction product. The product is: [CH2:33]([O:32]/[CH:30]=[CH:31]/[C:15]1[C:14]([C:24]([O:26][CH3:27])=[O:25])=[N:13][CH:12]=[C:11]2[N:7]([CH2:6][C:5]3[CH:28]=[CH:29][C:2]([F:1])=[CH:3][CH:4]=3)[CH:8]=[CH:9][C:10]=12)[CH3:34].